From a dataset of Catalyst prediction with 721,799 reactions and 888 catalyst types from USPTO. Predict which catalyst facilitates the given reaction. (1) Reactant: [F:1][C:2]1[CH:11]=[C:10]([OH:12])[CH:9]=[CH:8][C:3]=1[C:4]([O:6][CH3:7])=[O:5].C(=O)([O-])[O-].[K+].[K+].[CH2:19](Br)[C:20]1[CH:25]=[CH:24][CH:23]=[CH:22][CH:21]=1.O. Product: [CH2:19]([O:12][C:10]1[CH:9]=[CH:8][C:3]([C:4]([O:6][CH3:7])=[O:5])=[C:2]([F:1])[CH:11]=1)[C:20]1[CH:25]=[CH:24][CH:23]=[CH:22][CH:21]=1. The catalyst class is: 39. (2) Reactant: [CH3:1][C@:2]([C:11](O)=[O:12])([CH2:4][C:5]1[CH:10]=[CH:9][CH:8]=[CH:7][CH:6]=1)[NH2:3].[BH4-].[Na+].II. Product: [NH2:3][C@:2]([CH3:1])([CH2:4][C:5]1[CH:10]=[CH:9][CH:8]=[CH:7][CH:6]=1)[CH2:11][OH:12]. The catalyst class is: 1. (3) Reactant: Cl.[OH:2][NH2:3].C([O-])(=O)C.[Na+].[CH3:9][O:10][C:11]1[CH:12]=[C:13]2[C:17](=[CH:18][CH:19]=1)[C:16](=O)[C:15]1([CH2:28][C:27]3[C:22](=[CH:23][CH:24]=[C:25]([O:29][CH3:30])[CH:26]=3)[CH2:21]1)[CH2:14]2. Product: [CH3:9][O:10][C:11]1[CH:12]=[C:13]2[C:17](=[CH:18][CH:19]=1)[C:16](=[N:3][OH:2])[C:15]1([CH2:28][C:27]3[C:22](=[CH:23][CH:24]=[C:25]([O:29][CH3:30])[CH:26]=3)[CH2:21]1)[CH2:14]2. The catalyst class is: 5. (4) Reactant: [CH3:1][O:2][C:3]1[C:16]([O:17][CH3:18])=[CH:15][CH:14]=[C:13]([C:19]2[CH:20]=[C:21]3[C:25](=[CH:26][CH:27]=2)[C:24](=[O:28])[O:23][CH2:22]3)[C:4]=1[O:5][CH2:6][C:7]([CH3:12])([CH3:11])[C:8]([OH:10])=O.Cl.C[N:31](C)[CH2:32][CH2:33][CH2:34]N=C=NCC.C(N(CC)CC)C.O.ON1C2C=CC=CC=2N=N1.C(N)CC. Product: [CH3:1][O:2][C:3]1[C:16]([O:17][CH3:18])=[CH:15][CH:14]=[C:13]([C:19]2[CH:20]=[C:21]3[C:25](=[CH:26][CH:27]=2)[C:24](=[O:28])[O:23][CH2:22]3)[C:4]=1[O:5][CH2:6][C:7]([CH3:11])([CH3:12])[C:8]([NH:31][CH2:32][CH2:33][CH3:34])=[O:10]. The catalyst class is: 46. (5) Reactant: F[C:2]1[CH:3]=[C:4]([CH:7]=[C:8]([C:10]([F:13])([F:12])[F:11])[CH:9]=1)[C:5]#[N:6].[CH3:14][S-:15].[Na+].C[OH:18].ClCCl. Product: [CH3:14][S:15][C:2]1[CH:3]=[C:4]([CH:7]=[C:8]([C:10]([F:13])([F:12])[F:11])[CH:9]=1)[C:5]([NH2:6])=[O:18]. The catalyst class is: 95. (6) Reactant: Br[C:2]1[CH:3]=[C:4]([CH:25]=[CH:26][CH:27]=1)[CH2:5][NH:6][C:7]1[N:24]=[CH:23][CH:22]=[CH:21][C:8]=1[C:9]([NH:11][CH2:12][C:13]1[CH:18]=[CH:17][C:16]([F:19])=[C:15]([F:20])[CH:14]=1)=[O:10].[CH3:28][O:29][C:30]1[CH:56]=[C:55]([O:57][CH3:58])[CH:54]=[CH:53][C:31]=1[CH2:32][NH:33][C:34]1[C:43]2[C:38](=[CH:39][CH:40]=[C:41](B3OC(C)(C)C(C)(C)O3)[CH:42]=2)[N:37]=[CH:36][N:35]=1.ClCCl.CN(C)C=O.C(=O)(O)[O-].[Na+].O. Product: [F:20][C:15]1[CH:14]=[C:13]([CH:18]=[CH:17][C:16]=1[F:19])[CH2:12][NH:11][C:9](=[O:10])[C:8]1[CH:21]=[CH:22][CH:23]=[N:24][C:7]=1[NH:6][CH2:5][C:4]1[CH:25]=[CH:26][CH:27]=[C:2]([C:41]2[CH:42]=[C:43]3[C:38](=[CH:39][CH:40]=2)[N:37]=[CH:36][N:35]=[C:34]3[NH:33][CH2:32][C:31]2[CH:53]=[CH:54][C:55]([O:57][CH3:58])=[CH:56][C:30]=2[O:29][CH3:28])[CH:3]=1. The catalyst class is: 140. (7) Reactant: [CH3:1][N:2]([CH3:14])[C:3]1[CH:4]=[C:5]2[C:10](=[CH:11][CH:12]=1)[C:9](=[O:13])[NH:8][CH2:7][CH2:6]2.[Br:15][C:16]1[CH:26]=[CH:25][CH:24]=[C:23](Br)[C:17]=1[CH2:18][O:19][C:20](=[O:22])[CH3:21].C(=O)([O-])[O-].[K+].[K+]. Product: [Br:15][C:16]1[CH:26]=[CH:25][CH:24]=[C:23]([N:8]2[CH2:7][CH2:6][C:5]3[C:10](=[CH:11][CH:12]=[C:3]([N:2]([CH3:14])[CH3:1])[CH:4]=3)[C:9]2=[O:13])[C:17]=1[CH2:18][O:19][C:20](=[O:22])[CH3:21]. The catalyst class is: 16. (8) Reactant: C(OC([N:8]([C@@H:22]1[CH2:26][CH2:25][N:24]([C:27]2[CH:32]=[CH:31][C:30]([N+:33]([O-])=O)=[CH:29][CH:28]=2)[CH2:23]1)[C:9]1[N:14]=[CH:13][C:12](/[CH:15]=[CH:16]/[C:17]([O:19][CH2:20][CH3:21])=[O:18])=[CH:11][CH:10]=1)=O)(C)(C)C.[Sn](Cl)Cl.[OH-].[Na+]. Product: [NH2:33][C:30]1[CH:31]=[CH:32][C:27]([N:24]2[CH2:25][CH2:26][C@@H:22]([NH:8][C:9]3[N:14]=[CH:13][C:12](/[CH:15]=[CH:16]/[C:17]([O:19][CH2:20][CH3:21])=[O:18])=[CH:11][CH:10]=3)[CH2:23]2)=[CH:28][CH:29]=1. The catalyst class is: 8. (9) Reactant: [C:1]([CH:3]([NH:12][C:13]([C@@H:15]1[CH2:20][CH2:19][CH2:18][CH2:17][C@H:16]1[C:21]([OH:23])=O)=[O:14])[C:4]1[CH:9]=[CH:8][CH:7]=[CH:6][C:5]=1[O:10][CH3:11])#[N:2].[NH:24]1[CH2:29][CH2:28][O:27][CH2:26][CH2:25]1.C(N(CC)C(C)C)(C)C.ON1C2C=CC=CC=2N=N1.Cl.CN(C)CCCN=C=NCC. Product: [C:1]([CH:3]([C:4]1[CH:9]=[CH:8][CH:7]=[CH:6][C:5]=1[O:10][CH3:11])[NH:12][C:13]([C@@H:15]1[CH2:20][CH2:19][CH2:18][CH2:17][C@H:16]1[C:21]([N:24]1[CH2:29][CH2:28][O:27][CH2:26][CH2:25]1)=[O:23])=[O:14])#[N:2]. The catalyst class is: 7.